The task is: Predict the reactants needed to synthesize the given product.. This data is from Full USPTO retrosynthesis dataset with 1.9M reactions from patents (1976-2016). The reactants are: C(OC([N:8]1[CH2:12][CH2:11][CH2:10][C@H:9]1[CH2:13][NH:14][C:15]1[C:16]([O:31][C:32]2[CH:37]=[CH:36][C:35]([O:38][CH3:39])=[CH:34][CH:33]=2)=[N:17][C:18]([CH:21]=[CH:22][C:23]2[CH:28]=[CH:27][C:26]([O:29][CH3:30])=[CH:25][CH:24]=2)=[N:19][CH:20]=1)=O)(C)(C)C.C(O)(C(F)(F)F)=O. Given the product [CH3:39][O:38][C:35]1[CH:34]=[CH:33][C:32]([O:31][C:16]2[C:15]([NH:14][CH2:13][C@@H:9]3[CH2:10][CH2:11][CH2:12][NH:8]3)=[CH:20][N:19]=[C:18]([CH:21]=[CH:22][C:23]3[CH:24]=[CH:25][C:26]([O:29][CH3:30])=[CH:27][CH:28]=3)[N:17]=2)=[CH:37][CH:36]=1, predict the reactants needed to synthesize it.